Dataset: Reaction yield outcomes from USPTO patents with 853,638 reactions. Task: Predict the reaction yield, written as a fraction of the theoretical maximum amount of product (1.0 means a 100% yield; for example, 0.34 means a 34% yield). (1) The reactants are C(OC([N:8]1[CH2:13][CH:12]2[C@@:10]([CH2:14][O:15][CH2:16][C:17]3[CH:22]=[C:21]([C:23]([F:26])([F:25])[F:24])[CH:20]=[C:19]([C:27]([F:30])([F:29])[F:28])[CH:18]=3)([CH2:11]2)[C@@H:9]1[C:31]1[CH:36]=[CH:35][CH:34]=[CH:33][CH:32]=1)=O)(C)(C)C.FC(F)(F)C(O)=O.[OH-].[Na+].C(=O)(O)[O-].[Na+]. The catalyst is C(Cl)Cl. The product is [F:29][C:27]([F:28])([F:30])[C:19]1[CH:18]=[C:17]([CH:22]=[C:21]([C:23]([F:26])([F:25])[F:24])[CH:20]=1)[CH2:16][O:15][CH2:14][C@@:10]12[CH2:11][CH:12]1[CH2:13][NH:8][C@H:9]2[C:31]1[CH:32]=[CH:33][CH:34]=[CH:35][CH:36]=1. The yield is 1.00. (2) The reactants are [CH3:1][N:2]1[CH2:7][CH2:6][O:5][C:4]2[CH:8]=[CH:9][CH:10]=[CH:11][C:3]1=2.[S:12]([Cl:16])(=O)(=[O:14])[OH:13]. No catalyst specified. The product is [CH3:1][N:2]1[CH2:7][CH2:6][O:5][C:4]2[CH:8]=[CH:9][C:10]([S:12]([Cl:16])(=[O:14])=[O:13])=[CH:11][C:3]1=2. The yield is 0.270. (3) The reactants are [S:1]=[C:2]1[C:11]2[C:6](=[CH:7][CH:8]=[CH:9][CH:10]=2)[CH2:5][C:4](=[O:12])[NH:3]1.C([O-])([O-])=O.[K+].[K+].Br[CH2:20][C:21]1[CH:26]=[CH:25][CH:24]=[CH:23][C:22]=1[Cl:27].C(O)(=O)CC(CC(O)=O)(C(O)=O)O. The catalyst is CCO. The product is [Cl:27][C:22]1[CH:23]=[CH:24][CH:25]=[CH:26][C:21]=1[CH2:20][S:1][C:2]1[C:11]2[C:6](=[CH:7][CH:8]=[CH:9][CH:10]=2)[CH:5]=[C:4]([OH:12])[N:3]=1. The yield is 0.810. (4) The reactants are [NH2:1][C:2]1[CH:3]=[C:4]([C:8]2[CH2:9][CH2:10][N:11]([C:14]([O:16][C:17]([CH3:20])([CH3:19])[CH3:18])=[O:15])[CH2:12][CH:13]=2)[CH:5]=[CH:6][CH:7]=1.C(N(C(C)C)CC)(C)C.[C:30](Cl)(=[O:34])[CH:31]([CH3:33])[CH3:32]. The catalyst is ClCCl. The product is [C:30]([NH:1][C:2]1[CH:3]=[C:4]([C:8]2[CH2:13][CH2:12][N:11]([C:14]([O:16][C:17]([CH3:20])([CH3:19])[CH3:18])=[O:15])[CH2:10][CH:9]=2)[CH:5]=[CH:6][CH:7]=1)(=[O:34])[CH:31]([CH3:33])[CH3:32]. The yield is 0.520.